This data is from hERG potassium channel inhibition data for cardiac toxicity prediction from Karim et al.. The task is: Regression/Classification. Given a drug SMILES string, predict its toxicity properties. Task type varies by dataset: regression for continuous values (e.g., LD50, hERG inhibition percentage) or binary classification for toxic/non-toxic outcomes (e.g., AMES mutagenicity, cardiotoxicity, hepatotoxicity). Dataset: herg_karim. (1) The drug is C[C@H]1COc2c(N3CC[NH+](C)CC3)c(F)cc3c(=O)c(C(=O)[O-])cn1c23. The result is 0 (non-blocker). (2) The compound is CCN1CCc2c(sc(NC(=O)Nc3ccc(Cl)cc3)c2C(N)=O)C1.Cl. The result is 1 (blocker). (3) The molecule is CC(C)C[C@H](CC(=O)O)C(=O)N[C@@H](Cc1c[nH]c2ccccc12)C(=O)N[C@@H](C)c1ccccc1. The result is 0 (non-blocker). (4) The compound is N#Cc1ccc(Cn2cncc2C[NH2+][C@@H]2CCN(C(=O)c3cccnc3[S-])C2=O)cc1. The result is 0 (non-blocker). (5) The result is 1 (blocker). The compound is Fc1ccc(-c2[nH]c3cc(F)ccc3c2[C@H]2CCC[NH2+]C2)cc1.